Predict the product of the given reaction. From a dataset of Forward reaction prediction with 1.9M reactions from USPTO patents (1976-2016). Given the reactants [CH3:1][N:2]1[C:7](=[O:8])[CH2:6][CH2:5][CH:4]([C:9](=[O:36])[CH2:10][C@H:11]([C:19]2[CH:24]=[CH:23][C:22]([N:25]3[CH2:30][CH2:29][CH:28]([C:31]([O:33]CC)=[O:32])[CH2:27][CH2:26]3)=[CH:21][CH:20]=2)[C:12]2[CH:17]=[CH:16][CH:15]=[CH:14][C:13]=2[CH3:18])[CH2:3]1.[OH-].[Na+:38], predict the reaction product. The product is: [CH3:1][N:2]1[C:7](=[O:8])[CH2:6][CH2:5][CH:4]([C:9](=[O:36])[CH2:10][C@H:11]([C:19]2[CH:20]=[CH:21][C:22]([N:25]3[CH2:26][CH2:27][CH:28]([C:31]([O-:33])=[O:32])[CH2:29][CH2:30]3)=[CH:23][CH:24]=2)[C:12]2[CH:17]=[CH:16][CH:15]=[CH:14][C:13]=2[CH3:18])[CH2:3]1.[Na+:38].